From a dataset of Reaction yield outcomes from USPTO patents with 853,638 reactions. Predict the reaction yield, written as a fraction of the theoretical maximum amount of product (1.0 means a 100% yield; for example, 0.34 means a 34% yield). (1) The reactants are ClC1C=NC2C=C3CCN([C:17](=[O:22])[C:18]([F:21])([F:20])[F:19])CCC3=CC=2N=1.[CH3:23][O:24][C:25]1[CH:26]=[N:27][C:28]2[CH:29]=[C:30]3[CH2:39][CH2:38][NH:37][CH2:36][CH2:35][C:31]3=[CH:32][C:33]=2[N:34]=1.C(=O)([O-])[O-].[K+].[K+]. The catalyst is CO. The product is [F:19][C:18]([F:21])([F:20])[C:17]([OH:22])=[O:24].[CH3:23][O:24][C:25]1[CH:26]=[N:27][C:28]2[CH:29]=[C:30]3[CH2:39][CH2:38][NH:37][CH2:36][CH2:35][C:31]3=[CH:32][C:33]=2[N:34]=1. The yield is 0.380. (2) The catalyst is CC#N. The product is [Br:1][C:2]1[CH:12]=[C:11](/[CH:13]=[CH:14]\[CH:15]([C:20]2[CH:21]=[C:22]([Cl:28])[C:23]([Cl:27])=[C:24]([Cl:26])[CH:25]=2)[C:16]([F:19])([F:18])[F:17])[CH:10]=[CH:9][C:3]=1[C:4]([OH:6])=[O:5]. The yield is 0.420. The reactants are [Br:1][C:2]1[CH:12]=[C:11](/[CH:13]=[CH:14]\[CH:15]([C:20]2[CH:25]=[C:24]([Cl:26])[C:23]([Cl:27])=[C:22]([Cl:28])[CH:21]=2)[C:16]([F:19])([F:18])[F:17])[CH:10]=[CH:9][C:3]=1[C:4]([O:6]CC)=[O:5].I[Si](C)(C)C. (3) The reactants are [Br:1][C:2]1[CH:3]=[C:4]([C:11]2[C:15]([CH:16]=[C:17]3[S:21][C:20](=[O:22])[NH:19][C:18]3=[O:23])=[CH:14][N:13]([C:24]3[CH:29]=[CH:28][CH:27]=[CH:26][CH:25]=3)[N:12]=2)[CH:5]=[CH:6][C:7]=1[O:8][CH2:9][CH3:10].[H-].[Na+].Br[CH2:33][CH3:34].O. The catalyst is CN(C)C=O. The product is [Br:1][C:2]1[CH:3]=[C:4]([C:11]2[C:15]([CH:16]=[C:17]3[S:21][C:20](=[O:22])[N:19]([CH2:33][CH3:34])[C:18]3=[O:23])=[CH:14][N:13]([C:24]3[CH:25]=[CH:26][CH:27]=[CH:28][CH:29]=3)[N:12]=2)[CH:5]=[CH:6][C:7]=1[O:8][CH2:9][CH3:10]. The yield is 0.492. (4) The reactants are [O:1]1[CH2:6][CH2:5][CH:4]([N:7]2[CH:11]=[C:10]([NH2:12])[CH:9]=[N:8]2)[CH2:3][CH2:2]1.I[C:14]1[N:32]=[C:17]2[CH:18]=[CH:19][CH:20]=[C:21]([C:22]3[CH:27]=[CH:26][CH:25]=[C:24]([S:28]([CH3:31])(=[O:30])=[O:29])[CH:23]=3)[N:16]2[N:15]=1.C1(P(C2C=CC=CC=2)C2C3OC4C(=CC=CC=4P(C4C=CC=CC=4)C4C=CC=CC=4)C(C)(C)C=3C=CC=2)C=CC=CC=1.CC(C)([O-])C.[Na+]. The catalyst is O1CCOCC1.C1C=CC(/C=C/C(/C=C/C2C=CC=CC=2)=O)=CC=1.C1C=CC(/C=C/C(/C=C/C2C=CC=CC=2)=O)=CC=1.C1C=CC(/C=C/C(/C=C/C2C=CC=CC=2)=O)=CC=1.[Pd].[Pd]. The product is [CH3:31][S:28]([C:24]1[CH:23]=[C:22]([C:21]2[N:16]3[N:15]=[C:14]([NH:12][C:10]4[CH:9]=[N:8][N:7]([CH:4]5[CH2:3][CH2:2][O:1][CH2:6][CH2:5]5)[CH:11]=4)[N:32]=[C:17]3[CH:18]=[CH:19][CH:20]=2)[CH:27]=[CH:26][CH:25]=1)(=[O:29])=[O:30]. The yield is 0.110.